Dataset: Full USPTO retrosynthesis dataset with 1.9M reactions from patents (1976-2016). Task: Predict the reactants needed to synthesize the given product. (1) Given the product [I:23][C:3]1[C:4](=[O:16])[C:5]([C:13]([OH:15])=[O:14])=[CH:6][N:7]([CH2:8][CH2:9][CH2:10][CH2:11][CH3:12])[C:2]=1[CH3:1], predict the reactants needed to synthesize it. The reactants are: [CH3:1][C:2]1[N:7]([CH2:8][CH2:9][CH2:10][CH2:11][CH3:12])[CH:6]=[C:5]([C:13]([OH:15])=[O:14])[C:4](=[O:16])[CH:3]=1.C(=O)([O-])[O-].[Ca+2].[Cl-].[I-:23]. (2) Given the product [C:8]([O:9][C@H:8]1[C@H:10]([O:11][C:5](=[O:13])[CH3:6])[C@@H:12]([CH2:14][O:15][C:14](=[O:15])[CH3:12])[O:13][C@H:5]([O:77][C@H:32]2[C@@H:31]([O:30][C:22](=[O:29])[C:23]3[CH:24]=[CH:25][CH:26]=[CH:27][CH:28]=3)[C@H:48]([O:49][CH2:50][C:51]3[CH:56]=[CH:55][C:54]([Br:57])=[CH:53][CH:52]=3)[C@@H:47]([C@H:58]([CH2:67][O:68][C:69](=[O:76])[C:70]3[CH:75]=[CH:74][CH:73]=[CH:72][CH:71]=3)[O:59][CH2:60][C:61]3[CH:62]=[CH:63][CH:64]=[CH:65][CH:66]=3)[O:46][CH:33]2[S:34][C:35]2[CH:40]=[C:39]([C:41]([CH3:43])([CH3:44])[CH3:42])[CH:38]=[CH:37][C:36]=2[CH3:45])[C@@H:6]1[N:16]=[N+:17]=[N-:18])(=[O:9])[CH3:10], predict the reactants needed to synthesize it. The reactants are: ClC(Cl)(Cl)C(=N)O[CH:5]1[O:13][C@H:12]([CH2:14][OH:15])[C@@H:10]([OH:11])[C@H:8]([OH:9])[C@@:6]1([N:16]=[N+:17]=[N-:18])O.[C:22]([O:30][C@H:31]1[C@H:48]([O:49][CH2:50][C:51]2[CH:56]=[CH:55][C:54]([Br:57])=[CH:53][CH:52]=2)[C@@H:47]([C@H:58]([CH2:67][O:68][C:69](=[O:76])[C:70]2[CH:75]=[CH:74][CH:73]=[CH:72][CH:71]=2)[O:59][CH2:60][C:61]2[CH:66]=[CH:65][CH:64]=[CH:63][CH:62]=2)[O:46][CH:33]([S:34][C:35]2[CH:40]=[C:39]([C:41]([CH3:44])([CH3:43])[CH3:42])[CH:38]=[CH:37][C:36]=2[CH3:45])[C@H:32]1[OH:77])(=[O:29])[C:23]1[CH:28]=[CH:27][CH:26]=[CH:25][CH:24]=1.[Si](OS(C(F)(F)F)(=O)=O)(C)(C)C. (3) Given the product [CH2:5]([C@:21]1([OH:22])[CH2:20][CH2:19][N:18]([C:23]([O:25][CH2:26][C:27]2[CH:28]=[CH:29][CH:30]=[CH:31][CH:32]=2)=[O:24])[C@H:17]1[CH:14]([CH3:16])[CH3:15])[CH3:6], predict the reactants needed to synthesize it. The reactants are: [Cl-].[Ce+3].[Cl-].[Cl-].[CH2:5]([Mg]Br)[CH3:6].C(OCC)C.[CH:14]([C@H:17]1[C:21](=[O:22])[CH2:20][CH2:19][N:18]1[C:23]([O:25][CH2:26][C:27]1[CH:32]=[CH:31][CH:30]=[CH:29][CH:28]=1)=[O:24])([CH3:16])[CH3:15]. (4) The reactants are: Br[C:2]1[CH:3]=[N:4][CH:5]=[C:6]([O:8][CH3:9])[CH:7]=1.[C:10]([C:12]1[CH:17]=[CH:16][CH:15]=[CH:14][N:13]=1)#[CH:11].C(N(CC)CC)C. Given the product [CH3:9][O:8][C:6]1[CH:5]=[N:4][CH:3]=[C:2]([C:11]#[C:10][C:12]2[CH:17]=[CH:16][CH:15]=[CH:14][N:13]=2)[CH:7]=1, predict the reactants needed to synthesize it. (5) Given the product [CH:10]1([CH2:9][C@H:2]([NH:1][C:25](=[O:26])[C@@H:24]([NH:28][C:29](=[O:45])[C@H:30]([NH:32][C:33](=[O:44])[CH2:34][C@@H:35]2[CH2:43][CH2:42][C:41]3[NH:40][N:39]=[CH:38][C:37]=3[CH2:36]2)[CH3:31])[CH2:23][C:20]2[CH:19]=[CH:18][C:17]([O:16][CH3:15])=[CH:22][CH:21]=2)[C:3]([C@@:5]2([CH3:8])[CH2:7][O:6]2)=[O:4])[CH2:11][CH2:12][CH2:13][CH2:14]1, predict the reactants needed to synthesize it. The reactants are: [NH2:1][C@@H:2]([CH2:9][CH:10]1[CH2:14][CH2:13][CH2:12][CH2:11]1)[C:3]([C@@:5]1([CH3:8])[CH2:7][O:6]1)=[O:4].[CH3:15][O:16][C:17]1[CH:22]=[CH:21][C:20]([CH2:23][C@H:24]([NH:28][C:29](=[O:45])[C@H:30]([NH:32][C:33](=[O:44])[CH2:34][C@@H:35]2[CH2:43][CH2:42][C:41]3[NH:40][N:39]=[CH:38][C:37]=3[CH2:36]2)[CH3:31])[C:25](O)=[O:26])=[CH:19][CH:18]=1.CN(C(ON1N=NC2C=CC=NC1=2)=[N+](C)C)C.F[P-](F)(F)(F)(F)F.CCN(C(C)C)C(C)C.C(=O)(O)[O-].[Na+]. (6) Given the product [C:17]([NH:25][C:26](=[S:27])[NH:1][C:2]1[C:7]([O:8][CH2:9][C:10]([O:12][C:13]([CH3:16])([CH3:15])[CH3:14])=[O:11])=[CH:6][CH:5]=[CH:4][N:3]=1)(=[O:24])[C:18]1[CH:23]=[CH:22][CH:21]=[CH:20][CH:19]=1, predict the reactants needed to synthesize it. The reactants are: [NH2:1][C:2]1[C:7]([O:8][CH2:9][C:10]([O:12][C:13]([CH3:16])([CH3:15])[CH3:14])=[O:11])=[CH:6][CH:5]=[CH:4][N:3]=1.[C:17]([N:25]=[C:26]=[S:27])(=[O:24])[C:18]1[CH:23]=[CH:22][CH:21]=[CH:20][CH:19]=1. (7) The reactants are: O[CH2:2][CH2:3][O:4][C:5]1[CH:10]=[CH:9][CH:8]=[CH:7][C:6]=1[C:11]1[CH:16]=[CH:15][CH:14]=[CH:13][C:12]=1[OH:17].N(N([C:22]1C=CC=C[CH:23]=1)O)=O.[Al].[C:29]([OH:33])(=[O:32])[CH:30]=[CH2:31].C1(C)C=CC(S(O)(=O)=O)=CC=1.CS(O)(=O)=O. Given the product [C:29]([OH:33])(=[O:32])[CH:30]=[CH2:31].[C:29]([OH:33])(=[O:32])[CH:30]=[CH2:31].[CH2:22]([O:17][C:12]1[CH:13]=[CH:14][CH:15]=[CH:16][C:11]=1[C:6]1[CH:7]=[CH:8][CH:9]=[CH:10][C:5]=1[O:4][CH2:3][CH3:2])[CH3:23], predict the reactants needed to synthesize it. (8) Given the product [C:53]([O:57][C:58]([N:60]1[CH2:65][CH2:64][N:63]([C:66]2[CH:71]=[CH:70][C:69]([C:33]3[CH:34]=[C:35]4[C:40](=[CH:41][CH:42]=3)[N:39]=[CH:38][N:37]=[C:36]4[C:43]3[CH:48]=[CH:47][C:46]([O:49][CH3:50])=[C:45]([O:51][CH3:52])[CH:44]=3)=[CH:68][N:67]=2)[CH2:62][CH2:61]1)=[O:59])([CH3:56])([CH3:54])[CH3:55], predict the reactants needed to synthesize it. The reactants are: BrC1C=C2C(=CC=1)N=CN=C2Cl.COC1C=C(B(O)O)C=CC=1OC.C([O-])([O-])=O.[K+].[K+].Br[C:33]1[CH:34]=[C:35]2[C:40](=[CH:41][CH:42]=1)[N:39]=[CH:38][N:37]=[C:36]2[C:43]1[CH:48]=[CH:47][C:46]([O:49][CH3:50])=[C:45]([O:51][CH3:52])[CH:44]=1.[C:53]([O:57][C:58]([N:60]1[CH2:65][CH2:64][N:63]([C:66]2[CH:71]=[CH:70][C:69](B3OC(C)(C)C(C)(C)O3)=[CH:68][N:67]=2)[CH2:62][CH2:61]1)=[O:59])([CH3:56])([CH3:55])[CH3:54]. (9) Given the product [NH2:1][C:2]1[C:6]([C:7]([O:9][CH2:10][CH3:11])=[O:8])=[CH:5][N:4]([C:13]2[S:17][C:16]([C:18]([F:21])([F:20])[F:19])=[N:15][CH:14]=2)[N:3]=1, predict the reactants needed to synthesize it. The reactants are: [NH2:1][C:2]1[C:6]([C:7]([O:9][CH2:10][CH3:11])=[O:8])=[CH:5][NH:4][N:3]=1.Br[C:13]1[S:17][C:16]([C:18]([F:21])([F:20])[F:19])=[N:15][CH:14]=1.N1CCC[C@H]1C(O)=O.C([O-])([O-])=O.[K+].[K+].